From a dataset of Forward reaction prediction with 1.9M reactions from USPTO patents (1976-2016). Predict the product of the given reaction. (1) Given the reactants [F:1][C:2]1[CH:7]=[C:6]([F:8])[CH:5]=[CH:4][C:3]=1/[CH:9]=[CH:10]/[C:11]1[CH:16]=[CH:15][C:14]([S:17]([C:20]2[CH:25]=[CH:24][CH:23]=[C:22]([C:26]#N)[CH:21]=2)(=[O:19])=[O:18])=[CH:13][N:12]=1.[H-].C([Al+]CC(C)C)C(C)C.C[OH:39].Cl, predict the reaction product. The product is: [F:1][C:2]1[CH:7]=[C:6]([F:8])[CH:5]=[CH:4][C:3]=1/[CH:9]=[CH:10]/[C:11]1[N:12]=[CH:13][C:14]([S:17]([C:20]2[CH:21]=[C:22]([CH:23]=[CH:24][CH:25]=2)[CH:26]=[O:39])(=[O:19])=[O:18])=[CH:15][CH:16]=1. (2) The product is: [CH3:1][C:2]1[C:6]([C:7]2[NH:11][C:10]3[CH:12]=[C:13]([CH2:16][C:17]([NH:30][CH:29]([C:23]4[CH:24]=[CH:25][C:26]([CH3:28])=[CH:27][C:22]=4[CH3:21])[C:31]4[CH:32]=[CH:33][CH:34]=[CH:35][CH:36]=4)=[O:19])[CH:14]=[CH:15][C:9]=3[N:8]=2)=[C:5]([CH3:20])[O:4][N:3]=1. Given the reactants [CH3:1][C:2]1[C:6]([C:7]2[NH:11][C:10]3[CH:12]=[C:13]([CH2:16][C:17]([OH:19])=O)[CH:14]=[CH:15][C:9]=3[N:8]=2)=[C:5]([CH3:20])[O:4][N:3]=1.[CH3:21][C:22]1[CH:27]=[C:26]([CH3:28])[CH:25]=[CH:24][C:23]=1[CH:29]([C:31]1[CH:36]=[CH:35][CH:34]=[CH:33][CH:32]=1)[NH2:30].C(OCC#N)(C)C, predict the reaction product. (3) Given the reactants [CH2:1]([C:5]1[C:6](=[N:11][NH:12][C:13]2[CH:14]=NC=[CH:17][CH:18]=2)[C:7]([NH2:10])=[N:8][N:9]=1)[CH2:2][CH:3]=[CH2:4].N[C:20]1[CH:21]=[N:22][CH:23]=[CH:24][CH:25]=1.C(CC(=O)CCC=C)#N, predict the reaction product. The product is: [CH2:1]([C:5]1[C:6](=[N:11][NH:12][C:13]2[CH:14]=[C:20]3[C:21](=[CH:17][CH:18]=2)[N:22]=[CH:23][CH:24]=[CH:25]3)[C:7]([NH2:10])=[N:8][N:9]=1)[CH2:2][CH:3]=[CH2:4]. (4) Given the reactants [BrH:1].C(O)(=O)C.[C:6]([C:8]1[CH:9]=[C:10]([C:14](=O)[CH2:15][S:16][C:17]#[N:18])[CH:11]=[CH:12][CH:13]=1)#[N:7].O, predict the reaction product. The product is: [Br:1][C:17]1[S:16][CH:15]=[C:14]([C:10]2[CH:9]=[C:8]([CH:13]=[CH:12][CH:11]=2)[C:6]#[N:7])[N:18]=1. (5) Given the reactants [F:1][C:2]1[CH:10]=[C:9]2[C:5]([C:6]([C:11]3[CH:12]=[CH:13][C:14]([N:17]4[CH2:22][CH2:21][CH:20]([NH:23][S:24]([CH:27]=[CH2:28])(=[O:26])=[O:25])[CH2:19][CH2:18]4)=[N:15][CH:16]=3)=[CH:7][NH:8]2)=[CH:4][CH:3]=1.[CH3:29][NH:30][CH3:31], predict the reaction product. The product is: [CH3:29][N:30]([CH3:31])[CH2:28][CH2:27][S:24]([NH:23][CH:20]1[CH2:21][CH2:22][N:17]([C:14]2[CH:13]=[CH:12][C:11]([C:6]3[C:5]4[C:9](=[CH:10][C:2]([F:1])=[CH:3][CH:4]=4)[NH:8][CH:7]=3)=[CH:16][N:15]=2)[CH2:18][CH2:19]1)(=[O:26])=[O:25].